This data is from Kir2.1 potassium channel HTS with 301,493 compounds. The task is: Binary Classification. Given a drug SMILES string, predict its activity (active/inactive) in a high-throughput screening assay against a specified biological target. (1) The molecule is S(CC(=O)Nc1cc2OCOc2cc1)c1nc(c2ccc(F)cc2)cc(n1)C(F)(F)F. The result is 0 (inactive). (2) The compound is s1c(nc(c2ccc(OCC)cc2)c1)NC(=O)c1occc1. The result is 0 (inactive). (3) The molecule is S(CCOc1ccc(OC)cc1)c1ncccn1. The result is 0 (inactive).